Dataset: Full USPTO retrosynthesis dataset with 1.9M reactions from patents (1976-2016). Task: Predict the reactants needed to synthesize the given product. Given the product [Br:20][C:21]1[CH:22]=[C:23]([C:27]2([C:19]3[CH:18]=[CH:17][N:16]=[CH:15][C:14]=3[F:13])[C:35]3[C:36](=[CH:37][CH:38]=[CH:39][CH:40]=3)[C:41]([NH2:42])=[N:28]2)[CH:24]=[CH:25][CH:26]=1, predict the reactants needed to synthesize it. The reactants are: C(NC(C)C)(C)C.C([Li])CCC.[F:13][C:14]1[CH:15]=[N:16][CH:17]=[CH:18][CH:19]=1.[Br:20][C:21]1[CH:22]=[C:23]([C:27]([C:35]2[CH:40]=[CH:39][CH:38]=[CH:37][C:36]=2[C:41]#[N:42])=[N:28]S(C(C)(C)C)=O)[CH:24]=[CH:25][CH:26]=1.Cl.